Dataset: Full USPTO retrosynthesis dataset with 1.9M reactions from patents (1976-2016). Task: Predict the reactants needed to synthesize the given product. (1) Given the product [C:11]([NH:10][C:6]1[CH:5]=[C:4]([C:1]2[S:3][C:15]([C:16]([O:18][CH2:19][CH3:20])=[O:17])=[C:21]([OH:28])[N:2]=2)[CH:9]=[CH:8][N:7]=1)(=[O:13])[CH3:12], predict the reactants needed to synthesize it. The reactants are: [C:1]([C:4]1[CH:9]=[CH:8][N:7]=[C:6]([NH:10][C:11](=[O:13])[CH3:12])[CH:5]=1)(=[S:3])[NH2:2].Cl[CH:15]([C:21](=[O:28])C1C=CC=CC=1)[C:16]([O:18][CH2:19][CH3:20])=[O:17].S(=O)(=O)(O)O. (2) The reactants are: [NH2:1][C:2]1[CH:3]=[CH:4][C:5]([F:12])=[C:6]([CH:11]=1)[C:7]([O:9][CH3:10])=[O:8].[CH2:13]([C:17]1[CH:22]=[CH:21][C:20]([C:23]#[C:24][C:25]2[CH:32]=[CH:31][C:28]([CH:29]=O)=[CH:27][CH:26]=2)=[CH:19][CH:18]=1)[CH2:14][CH2:15][CH3:16].CO.[BH4-].[Na+]. Given the product [CH2:13]([C:17]1[CH:22]=[CH:21][C:20]([C:23]#[C:24][C:25]2[CH:32]=[CH:31][C:28]([CH2:29][NH:1][C:2]3[CH:3]=[CH:4][C:5]([F:12])=[C:6]([CH:11]=3)[C:7]([O:9][CH3:10])=[O:8])=[CH:27][CH:26]=2)=[CH:19][CH:18]=1)[CH2:14][CH2:15][CH3:16], predict the reactants needed to synthesize it. (3) Given the product [NH:27]1[C:35]2[C:30](=[C:31]([CH2:36][NH:1][C:4]3[C:5]4[CH:6]=[CH:7][C:8]([NH:26][CH:24]5[C:25]6[C:21](=[CH:20][CH:19]=[CH:18][C:17]=6[O:16][CH3:15])[CH2:22][CH2:23]5)=[N:9][C:10]=4[CH:11]=[CH:12][CH:13]=3)[CH:32]=[CH:33][CH:34]=2)[CH:29]=[CH:28]1, predict the reactants needed to synthesize it. The reactants are: [N+:1]([C:4]1[CH:13]=[CH:12][CH:11]=[C:10]2[C:5]=1[CH:6]=[CH:7][C:8](Cl)=[N:9]2)([O-])=O.[CH3:15][O:16][C:17]1[CH:18]=[CH:19][CH:20]=[C:21]2[C:25]=1[CH:24]([NH2:26])[CH2:23][CH2:22]2.[NH:27]1[C:35]2[CH:34]=[CH:33][CH:32]=[C:31]([CH:36]=O)[C:30]=2[CH:29]=[CH:28]1. (4) Given the product [Br:1][C:2]1[CH:7]=[C:6]([NH2:8])[CH:5]=[N:4][C:3]=1[CH3:11], predict the reactants needed to synthesize it. The reactants are: [Br:1][C:2]1[C:3]([CH3:11])=[N:4][CH:5]=[C:6]([N+:8]([O-])=O)[CH:7]=1.O.[NH4+].[Cl-]. (5) Given the product [CH2:1]([O:8][C:9]([N:11]1[CH2:15][C@H:14]([OH:16])[C@@H:13]([CH2:17][Br:39])[CH2:12]1)=[O:10])[C:2]1[CH:7]=[CH:6][CH:5]=[CH:4][CH:3]=1, predict the reactants needed to synthesize it. The reactants are: [CH2:1]([O:8][C:9]([N:11]1[CH2:15][C@H:14]([OH:16])[C@@H:13]([CH2:17]O)[CH2:12]1)=[O:10])[C:2]1[CH:7]=[CH:6][CH:5]=[CH:4][CH:3]=1.C1(P(C2C=CC=CC=2)C2C=CC=CC=2)C=CC=CC=1.C(Br)(Br)(Br)[Br:39].CO. (6) Given the product [Cl:25][C:2]1[N:11]([C:12]2[CH:17]=[CH:16][CH:15]=[CH:14][CH:13]=2)[C:10](=[O:18])[C:9]2[C:4](=[CH:5][C:6]([C:19]([O:21][CH3:22])=[O:20])=[CH:7][CH:8]=2)[N:3]=1, predict the reactants needed to synthesize it. The reactants are: O=[C:2]1[N:11]([C:12]2[CH:17]=[CH:16][CH:15]=[CH:14][CH:13]=2)[C:10](=[O:18])[C:9]2[C:4](=[CH:5][C:6]([C:19]([O:21][CH3:22])=[O:20])=[CH:7][CH:8]=2)[NH:3]1.P(Cl)(Cl)([Cl:25])=O.C(N(CC)C(C)C)(C)C. (7) Given the product [F:9][CH:8]([F:10])[C:4]1[CH:3]=[C:2]([CH:7]=[CH:6][CH:5]=1)[CH:18]=[O:19], predict the reactants needed to synthesize it. The reactants are: Br[C:2]1[CH:7]=[CH:6][CH:5]=[C:4]([CH:8]([F:10])[F:9])[CH:3]=1.C([Li])CCC.CN(C)[CH:18]=[O:19].C([O-])(O)=O.[Na+].